Predict the reaction yield, written as a fraction of the theoretical maximum amount of product (1.0 means a 100% yield; for example, 0.34 means a 34% yield). From a dataset of Reaction yield outcomes from USPTO patents with 853,638 reactions. (1) The reactants are [H-].[H-].[H-].[H-].[Li+].[Al+3].[CH3:7][C:8]1([CH3:22])[CH2:13][C:12]([CH3:15])([CH3:14])[CH2:11][C:10](=[CH:16][C:17](OCC)=[O:18])[CH2:9]1. The catalyst is CCOCC. The product is [CH3:7][C:8]1([CH3:22])[CH2:13][C:12]([CH3:14])([CH3:15])[CH2:11][C:10](=[CH:16][CH2:17][OH:18])[CH2:9]1. The yield is 0.890. (2) The reactants are [F:1][C:2]([F:26])([F:25])[C:3]1[CH:20]=[C:19]([C:21]([F:24])([F:23])[F:22])[CH:18]=[CH:17][C:4]=1[CH2:5][O:6][C:7]1[CH:8]=[C:9]([CH:12]=[CH:13][C:14]=1[O:15][CH3:16])[CH:10]=O.[CH3:27][NH:28][C:29]1[CH2:33][S:32][C:31](=[O:34])[N:30]=1.CC(C)([O-])C.[K+].[Cl-].[NH4+]. The catalyst is C(O)C.C(OCC)(=O)C. The product is [F:1][C:2]([F:25])([F:26])[C:3]1[CH:20]=[C:19]([C:21]([F:24])([F:23])[F:22])[CH:18]=[CH:17][C:4]=1[CH2:5][O:6][C:7]1[CH:8]=[C:9](/[CH:10]=[C:33]2/[C:29]([NH:28][CH3:27])=[N:30][C:31](=[O:34])[S:32]/2)[CH:12]=[CH:13][C:14]=1[O:15][CH3:16]. The yield is 0.280.